From a dataset of Full USPTO retrosynthesis dataset with 1.9M reactions from patents (1976-2016). Predict the reactants needed to synthesize the given product. (1) Given the product [F:19][C:16]1[CH:17]=[CH:18][C:13]([O:12][C:8]2[CH:7]=[C:6]([CH2:5][C:4]([OH:27])=[O:3])[CH:11]=[CH:10][CH:9]=2)=[C:14]([CH2:20][N:21]2[CH2:25][CH2:24][O:23][C:22]2=[O:26])[CH:15]=1, predict the reactants needed to synthesize it. The reactants are: C([O:3][C:4](=[O:27])[CH2:5][C:6]1[CH:11]=[CH:10][CH:9]=[C:8]([O:12][C:13]2[CH:18]=[CH:17][C:16]([F:19])=[CH:15][C:14]=2[CH2:20][N:21]2[CH2:25][CH2:24][O:23][C:22]2=[O:26])[CH:7]=1)C.[OH-].[Li+]. (2) Given the product [NH2:16][C:13]1[N:14]=[N:15][C:10]([C:4]2[CH:5]=[C:6]([OH:8])[CH:7]=[C:2]([Cl:1])[CH:3]=2)=[C:11]([C:17]2[CH:22]=[CH:21][CH:20]=[CH:19][CH:18]=2)[N:12]=1, predict the reactants needed to synthesize it. The reactants are: [Cl:1][C:2]1[CH:3]=[C:4]([C:10]2[N:15]=[N:14][C:13]([NH2:16])=[N:12][C:11]=2[C:17]2[CH:22]=[CH:21][CH:20]=[CH:19][CH:18]=2)[CH:5]=[C:6]([O:8]C)[CH:7]=1.B(Br)(Br)Br. (3) Given the product [Cl:17][C:18]1[CH:19]=[C:20]([C:25]2[O:31][C:28](/[CH:29]=[CH:35]/[N+:32]([O-:34])=[O:33])=[CH:27][CH:26]=2)[CH:21]=[CH:22][C:23]=1[Cl:24], predict the reactants needed to synthesize it. The reactants are: C(O)(=O)C.C(N)CC.C([O-])(=O)C.C([NH3+])CC.[Cl:17][C:18]1[CH:19]=[C:20]([C:25]2[O:31][C:28]([CH:29]=O)=[CH:27][CH:26]=2)[CH:21]=[CH:22][C:23]=1[Cl:24].[N+:32]([CH3:35])([O-:34])=[O:33]. (4) Given the product [F:18][C:15]([F:16])([F:17])[C:12]1[CH:13]=[CH:14][NH:10][C:11]=1[C:19]([O:21][CH3:22])=[O:20].[F:47][C:24]([F:23])([C:29]1[CH:33]=[CH:32][N:31]([S:34]([C:37]2[CH:42]=[CH:41][CH:40]=[CH:39][CH:38]=2)(=[O:36])=[O:35])[C:30]=1[C:43]([O:45][CH3:46])=[O:44])[C:25]([F:28])([F:27])[F:26], predict the reactants needed to synthesize it. The reactants are: C1(S([N:10]2[CH:14]=[CH:13][C:12]([C:15]([F:18])([F:17])[F:16])=[C:11]2[C:19]([O:21][CH3:22])=[O:20])(=O)=O)C=CC=CC=1.[F:23][C:24]([F:47])([C:29]1[CH:33]=[CH:32][N:31]([S:34]([C:37]2[CH:42]=[CH:41][CH:40]=[CH:39][CH:38]=2)(=[O:36])=[O:35])[C:30]=1[C:43]([O:45][CH3:46])=[O:44])[C:25]([F:28])([F:27])[F:26].O(C)[Na].